This data is from Experimentally validated miRNA-target interactions with 360,000+ pairs, plus equal number of negative samples. The task is: Binary Classification. Given a miRNA mature sequence and a target amino acid sequence, predict their likelihood of interaction. (1) The miRNA is hsa-miR-4760-5p with sequence UUUAGAUUGAACAUGAAGUUAG. The protein sequence of the target gene is MRMLVSGRRVKKWQLIIQLFATCFLASLMFFWEPIDNHIVSHMKSYSYRYLINSYDFVNDTLSLKHTSAGPRYQYLINHKEKCQAQDVLLLLFVKTAPENYDRRSGIRRTWGNENYVRSQLNANIKTLFALGTPNPLEGEELQRKLAWEDQRYNDIIQQDFVDSFYNLTLKLLMQFSWANTYCPHAKFLMTADDDIFIHMPNLIEYLQSLEQIGVQDFWIGRVHRGAPPIRDKSSKYYVSYEMYQWPAYPDYTAGAAYVISGDVAAKVYEASQTLNSSLYIDDVFMGLCANKIGIVPQDH.... Result: 0 (no interaction). (2) The miRNA is mmu-miR-7035-3p with sequence UCUGAGCCGCUGUCCCUGCAG. The protein sequence of the target gene is MASLDDPGEVREGFLCPLCLKDLQSFYQLHSHYEEEHSGEDRDVKGQIKSLVQKAKKAKDRLLKREGDDRAESGTQGYESFSYGGVDPYMWEPQELGAVRSHLSDFKKHRAARIDHYVVEVNKLIIRLEKLTAFDRTNTESAKIRAIEKSVVPWVNDQDVPFCPDCGNKFSIRNRRHHCRLCGSIMCKKCMELISLPLANKLTSASKESLSTHTSPSQSPNSVHGSRRGSISSMSSVSSVLDEKDDDRIRCCTHCKDTLLKREQQIDEKEHTPDIVKLYEKLRLCMEKVDQKAPEYIRMA.... Result: 0 (no interaction). (3) The miRNA is mmu-miR-494-3p with sequence UGAAACAUACACGGGAAACCUC. The protein sequence of the target gene is MSEQSICQARAAVMVYDDANKKWVPAGGSTGFSRVHIYHHTGNNTFRVVGRKIQDHQVVINCAIPKGLKYNQATQTFHQWRDARQVYGLNFGSKEDANVFASAMMHALEVLNSQETGPTLPRQNSQLPAQVQNGPSQEELEIQRRQLQEQQRQKELERERLERERMERERLERERLERERLERERLEQEQLERERQERERQERLERQERLERQERLERQERLDRERQERQERERLERLERERQERERQEQLEREQLEWERERRISSAAAPASVETPLNSVLGDSSASEPGLQAASQPAET.... Result: 0 (no interaction).